From a dataset of Reaction yield outcomes from USPTO patents with 853,638 reactions. Predict the reaction yield, written as a fraction of the theoretical maximum amount of product (1.0 means a 100% yield; for example, 0.34 means a 34% yield). (1) The reactants are C1(P(C2C=CC=CC=2)C2C=CC=CC=2)C=CC=CC=1.Br[C:21]1[CH:22]=[C:23]2[C:27](=[C:28]([CH3:30])[CH:29]=1)[NH:26][C:25]1[N:31]=[CH:32][C:33]([CH3:35])=[CH:34][C:24]2=1.[C:36]([O:40][CH2:41][CH3:42])(=[O:39])[CH:37]=[CH2:38].C([O-])(=O)C.[K+]. The catalyst is [Cl-].C([N+](CC)(CC)CC)C1C=CC=CC=1.C([O-])(=O)C.[Pd+2].C([O-])(=O)C.O.C(OCC)(=O)C.CN1CCCC1=O. The product is [CH3:35][C:33]1[CH:32]=[N:31][C:25]2[NH:26][C:27]3[C:23]([C:24]=2[CH:34]=1)=[CH:22][C:21](/[CH:38]=[CH:37]/[C:36]([O:40][CH2:41][CH3:42])=[O:39])=[CH:29][C:28]=3[CH3:30]. The yield is 0.280. (2) The reactants are [OH:1][N:2]1[C:7]([CH3:9])([CH3:8])[CH2:6][CH:5]([O:10][C:11](=[O:18])[C:12]2[CH:17]=[CH:16][CH:15]=[CH:14][CH:13]=2)[CH2:4][C:3]1([CH3:20])[CH3:19].[C:21](Cl)(=[O:26])[C:22]([CH3:25])([CH3:24])[CH3:23]. The catalyst is C(O)(=O)C. The product is [C:11]([O:10][CH:5]1[CH2:6][C:7]([CH3:9])([CH3:8])[N:2]([O:1][C:21](=[O:26])[C:22]([CH3:25])([CH3:24])[CH3:23])[C:3]([CH3:20])([CH3:19])[CH2:4]1)(=[O:18])[C:12]1[CH:17]=[CH:16][CH:15]=[CH:14][CH:13]=1. The yield is 0.700. (3) The product is [Cl:21][C:22]1[N:27]=[C:26]([C:9]2[NH:8][C:16]3[C:11]([CH:10]=2)=[C:12]([F:17])[CH:13]=[CH:14][CH:15]=3)[C:25]([OH:29])=[CH:24][CH:23]=1. The reactants are C(OC([N:8]1[C:16]2[C:11](=[C:12]([F:17])[CH:13]=[CH:14][CH:15]=2)[CH:10]=[C:9]1B(O)O)=O)(C)(C)C.[Cl:21][C:22]1[N:27]=[C:26](I)[C:25]([OH:29])=[CH:24][CH:23]=1.C([O-])(O)=O.[Na+]. The catalyst is O1CCOCC1.O.CCOC(C)=O.Cl[Pd](Cl)([P](C1C=CC=CC=1)(C1C=CC=CC=1)C1C=CC=CC=1)[P](C1C=CC=CC=1)(C1C=CC=CC=1)C1C=CC=CC=1. The yield is 0.701. (4) The reactants are [F:1][C:2]1[CH:7]=[CH:6][C:5]([C:8]2[C:12]([CH2:13][O:14][C:15]3[CH:23]=[CH:22][C:18]([C:19]([OH:21])=O)=[CH:17][N:16]=3)=[C:11]([CH3:24])[O:10][N:9]=2)=[CH:4][CH:3]=1.[NH:25]1[CH2:30][CH2:29][S:28](=[O:32])(=[O:31])[CH2:27][CH2:26]1. No catalyst specified. The product is [O:31]=[S:28]1(=[O:32])[CH2:29][CH2:30][N:25]([C:19]([C:18]2[CH:17]=[N:16][C:15]([O:14][CH2:13][C:12]3[C:8]([C:5]4[CH:4]=[CH:3][C:2]([F:1])=[CH:7][CH:6]=4)=[N:9][O:10][C:11]=3[CH3:24])=[CH:23][CH:22]=2)=[O:21])[CH2:26][CH2:27]1. The yield is 0.550.